This data is from Catalyst prediction with 721,799 reactions and 888 catalyst types from USPTO. The task is: Predict which catalyst facilitates the given reaction. Reactant: [F:1][C:2]1[CH:7]=[CH:6][C:5]([F:8])=[CH:4][C:3]=1[CH:9]([S:20][C:21]1[CH:22]=[N:23][C:24]([C:27]([F:30])([F:29])[F:28])=[CH:25][CH:26]=1)[C:10]1[C:11]([CH3:19])=[CH:12][C:13]([C:16]([OH:18])=O)=[N:14][CH:15]=1.[NH2:31][CH2:32][CH2:33][OH:34].ON1C2C=CC=CC=2N=N1.CN1CCOCC1.Cl.C(N=C=NCCCN(C)C)C. Product: [F:1][C:2]1[CH:7]=[CH:6][C:5]([F:8])=[CH:4][C:3]=1[CH:9]([S:20][C:21]1[CH:22]=[N:23][C:24]([C:27]([F:29])([F:28])[F:30])=[CH:25][CH:26]=1)[C:10]1[C:11]([CH3:19])=[CH:12][C:13]([C:16]([NH:31][CH2:32][CH2:33][OH:34])=[O:18])=[N:14][CH:15]=1. The catalyst class is: 2.